From a dataset of Full USPTO retrosynthesis dataset with 1.9M reactions from patents (1976-2016). Predict the reactants needed to synthesize the given product. (1) The reactants are: [F:1][C:2]1[C:7]([O:8][CH3:9])=[CH:6][C:5]([O:10][CH3:11])=[C:4]([F:12])[C:3]=1[N:13]1[CH2:22][C:21]2[CH:20]=[N:19][C:18]3[N:23]([S:28]([C:31]4[CH:36]=[CH:35][CH:34]=[CH:33][CH:32]=4)(=[O:30])=[O:29])[C:24]([CH:26]=O)=[CH:25][C:17]=3[C:16]=2[C:15]([CH3:38])([CH3:37])[C:14]1=[O:39].[NH:40]1[CH2:45][CH2:44][O:43][CH2:42][CH2:41]1.C(O)(=O)C.C(O[BH-](OC(=O)C)OC(=O)C)(=O)C.[Na+]. Given the product [F:12][C:4]1[C:5]([O:10][CH3:11])=[CH:6][C:7]([O:8][CH3:9])=[C:2]([F:1])[C:3]=1[N:13]1[CH2:22][C:21]2[CH:20]=[N:19][C:18]3[N:23]([S:28]([C:31]4[CH:36]=[CH:35][CH:34]=[CH:33][CH:32]=4)(=[O:29])=[O:30])[C:24]([CH2:26][N:40]4[CH2:45][CH2:44][O:43][CH2:42][CH2:41]4)=[CH:25][C:17]=3[C:16]=2[C:15]([CH3:37])([CH3:38])[C:14]1=[O:39], predict the reactants needed to synthesize it. (2) Given the product [CH3:33][N:34]1[C:26]([N:18]([CH2:19][CH2:20][CH2:21][CH2:22][CH2:23][CH2:24][CH3:25])[CH2:17][CH2:16][C:14]2[N:15]=[C:11]([S:10][C:7]([CH3:8])([CH3:9])[C:6]([OH:5])=[O:32])[S:12][CH:13]=2)=[CH:27][C:28]([CH3:30])=[N:35]1, predict the reactants needed to synthesize it. The reactants are: C([O:5][C:6](=[O:32])[C:7]([S:10][C:11]1[S:12][CH:13]=[C:14]([CH2:16][CH2:17][N:18]([C:26](=O)[CH2:27][C:28]([CH3:30])=O)[CH2:19][CH2:20][CH2:21][CH2:22][CH2:23][CH2:24][CH3:25])[N:15]=1)([CH3:9])[CH3:8])(C)(C)C.[CH3:33][NH:34][NH2:35]. (3) The reactants are: [OH:1][CH:2]([CH2:24][OH:25])[CH2:3][NH:4][C:5](=[O:23])[CH2:6][CH2:7][CH2:8][CH2:9][CH2:10][CH2:11][CH2:12]/[CH:13]=[CH:14]\[CH2:15][CH2:16][CH2:17][CH2:18][CH2:19][CH2:20][CH2:21][CH3:22].[C:26]1([C:32](Cl)([C:39]2[CH:44]=[CH:43][CH:42]=[CH:41][CH:40]=2)[C:33]2[CH:38]=[CH:37][CH:36]=[CH:35][CH:34]=2)[CH:31]=[CH:30][CH:29]=[CH:28][CH:27]=1. Given the product [OH:1][CH:2]([CH2:24][O:25][C:32]([C:26]1[CH:31]=[CH:30][CH:29]=[CH:28][CH:27]=1)([C:39]1[CH:40]=[CH:41][CH:42]=[CH:43][CH:44]=1)[C:33]1[CH:34]=[CH:35][CH:36]=[CH:37][CH:38]=1)[CH2:3][NH:4][C:5](=[O:23])[CH2:6][CH2:7][CH2:8][CH2:9][CH2:10][CH2:11][CH2:12]/[CH:13]=[CH:14]\[CH2:15][CH2:16][CH2:17][CH2:18][CH2:19][CH2:20][CH2:21][CH3:22], predict the reactants needed to synthesize it. (4) Given the product [Br:9][C:10]1[CH:18]=[CH:17][C:13]([C:14]2[O:8][C:3]3[CH:4]=[CH:5][CH:6]=[CH:7][C:2]=3[N:1]=2)=[CH:12][C:11]=1[CH3:19], predict the reactants needed to synthesize it. The reactants are: [NH2:1][C:2]1[CH:7]=[CH:6][CH:5]=[CH:4][C:3]=1[OH:8].[Br:9][C:10]1[CH:18]=[CH:17][C:13]([C:14](O)=O)=[CH:12][C:11]=1[CH3:19]. (5) Given the product [C:1]([O:5][C:6]([N:8]1[CH2:9][CH2:10][C:11]([C:23]2[CH:24]=[CH:25][C:26]([I:29])=[CH:27][CH:28]=2)([CH2:14][NH:15][CH3:16])[CH2:12][CH2:13]1)=[O:7])([CH3:4])([CH3:2])[CH3:3], predict the reactants needed to synthesize it. The reactants are: [C:1]([O:5][C:6]([N:8]1[CH2:13][CH2:12][C:11]([C:23]2[CH:28]=[CH:27][C:26]([I:29])=[CH:25][CH:24]=2)([CH2:14][N:15](C)[C:16](=O)C(F)(F)F)[CH2:10][CH2:9]1)=[O:7])([CH3:4])([CH3:3])[CH3:2].O.C([O-])([O-])=O.[K+].[K+].